From a dataset of Forward reaction prediction with 1.9M reactions from USPTO patents (1976-2016). Predict the product of the given reaction. (1) Given the reactants C1(P([CH2:15][S:16]([NH:19][C:20](=[O:26])[O:21][C:22]([CH3:25])([CH3:24])[CH3:23])(=[O:18])=[O:17])(C2C=CC=CC=2)=O)C=CC=CC=1.[H-].[Na+].[Cl:29][C:30]1[CH:47]=[C:46]([Cl:48])[CH:45]=[CH:44][C:31]=1[CH2:32][N:33]1[C:37]([CH:38]=O)=[CH:36][C:35]([O:40][CH:41]([CH3:43])[CH3:42])=[N:34]1, predict the reaction product. The product is: [Cl:29][C:30]1[CH:47]=[C:46]([Cl:48])[CH:45]=[CH:44][C:31]=1[CH2:32][N:33]1[C:37](/[CH:38]=[CH:15]/[S:16]([NH:19][C:20](=[O:26])[O:21][C:22]([CH3:24])([CH3:23])[CH3:25])(=[O:18])=[O:17])=[CH:36][C:35]([O:40][CH:41]([CH3:43])[CH3:42])=[N:34]1. (2) Given the reactants C([O:8][C:9]([C@@H:11]1[CH2:15][CH2:14][CH2:13][N:12]1[C:16](=[O:29])[C@H:17]([NH:24][C:25]([O:27][CH3:28])=[O:26])[C:18]1[CH:23]=[CH:22][CH:21]=[CH:20][CH:19]=1)=[O:10])C1C=CC=CC=1, predict the reaction product. The product is: [CH3:28][O:27][C:25]([NH:24][C@H:17]([C:18]1[CH:19]=[CH:20][CH:21]=[CH:22][CH:23]=1)[C:16]([N:12]1[CH2:13][CH2:14][CH2:15][C@H:11]1[C:9]([OH:10])=[O:8])=[O:29])=[O:26]. (3) Given the reactants [NH2:1][CH2:2][C:3]1[CH:8]=[CH:7][C:6]([NH:9][C:10]([CH:12]2[CH2:17][CH2:16][N:15]([CH2:18][C:19]3[CH:24]=[CH:23][CH:22]=[CH:21][CH:20]=3)[CH2:14][CH2:13]2)=[O:11])=[CH:5][CH:4]=1.CCN(CC)CC.[Cl:32][C:33]1[N:42]=[C:41](Cl)[C:40]2[C:35](=[CH:36][C:37]([CH3:44])=[CH:38][CH:39]=2)[N:34]=1, predict the reaction product. The product is: [CH2:18]([N:15]1[CH2:14][CH2:13][CH:12]([C:10]([NH:9][C:6]2[CH:7]=[CH:8][C:3]([CH2:2][NH:1][C:41]3[C:40]4[C:35](=[CH:36][C:37]([CH3:44])=[CH:38][CH:39]=4)[N:34]=[C:33]([Cl:32])[N:42]=3)=[CH:4][CH:5]=2)=[O:11])[CH2:17][CH2:16]1)[C:19]1[CH:20]=[CH:21][CH:22]=[CH:23][CH:24]=1. (4) Given the reactants [Br:1][C:2]1[CH:13]=[CH:12][C:5]2[O:6][CH2:7][CH2:8][CH2:9][C:10](=[O:11])[C:4]=2[CH:3]=1.C1CCCCC1.CO[CH:22](OC)[N:23]([CH3:25])[CH3:24], predict the reaction product. The product is: [Br:1][C:2]1[CH:13]=[CH:12][C:5]2[O:6][CH2:7][CH2:8]/[C:9](=[CH:22]\[N:23]([CH3:25])[CH3:24])/[C:10](=[O:11])[C:4]=2[CH:3]=1. (5) Given the reactants C(N(C)C)CCCCCCCCCCCCCCC.[OH:20][CH2:21][CH:22]([CH2:24][OH:25])[OH:23].B(F)(F)F.CCOCC.[CH2:35]([CH:37]1[O:39][CH2:38]1)[Cl:36], predict the reaction product. The product is: [OH:20][CH2:21][CH:22]([CH2:24][OH:25])[OH:23].[CH2:35]([CH:37]1[O:39][CH2:38]1)[Cl:36].